Dataset: Peptide-MHC class I binding affinity with 185,985 pairs from IEDB/IMGT. Task: Regression. Given a peptide amino acid sequence and an MHC pseudo amino acid sequence, predict their binding affinity value. This is MHC class I binding data. The peptide sequence is FLGSHSEPL. The MHC is HLA-B27:05 with pseudo-sequence HLA-B27:05. The binding affinity (normalized) is 0.0847.